This data is from Blood-brain barrier permeability classification from the B3DB database. The task is: Regression/Classification. Given a drug SMILES string, predict its absorption, distribution, metabolism, or excretion properties. Task type varies by dataset: regression for continuous measurements (e.g., permeability, clearance, half-life) or binary classification for categorical outcomes (e.g., BBB penetration, CYP inhibition). Dataset: b3db_classification. (1) The drug is O=C(CCCN1CCC(C(=O)c2ccc(F)cc2)CC1)c1ccc(F)cc1. The result is 1 (penetrates BBB). (2) The drug is COc1cc2nc(N3CCN(C(=O)C4COc5ccccc5O4)CC3)nc(N)c2cc1OC. The result is 0 (does not penetrate BBB). (3) The molecule is Cc1nnc(SCC2=C(C(=O)O)N3C(=O)[C@@H](NC(=O)[C@@H](O)c4ccccc4)[C@H]3SC2)s1. The result is 0 (does not penetrate BBB). (4) The compound is CC(C)Cc1ccc([C@H](C)C(=O)O)cc1. The result is 1 (penetrates BBB). (5) The molecule is Cn1nnc2ccc([C@H](c3ccc(Cl)cc3)n3cncn3)cc21. The result is 1 (penetrates BBB). (6) The compound is Cc1cnc(C(=O)O)c[n+]1[O-]. The result is 1 (penetrates BBB).